This data is from Reaction yield outcomes from USPTO patents with 853,638 reactions. The task is: Predict the reaction yield, written as a fraction of the theoretical maximum amount of product (1.0 means a 100% yield; for example, 0.34 means a 34% yield). (1) The reactants are [N:1]1[C:10]2[C:5](=[CH:6][CH:7]=[CH:8][CH:9]=2)[CH:4]=[CH:3][C:2]=1[CH:11]([C:14]1[CH:23]=[CH:22][C:21]2[C:16](=[CH:17][CH:18]=[CH:19][CH:20]=2)[N:15]=1)C#N.[OH-].[Na+]. The catalyst is OS(O)(=O)=O.O. The product is [N:1]1[C:10]2[C:5](=[CH:6][CH:7]=[CH:8][CH:9]=2)[CH:4]=[CH:3][C:2]=1[CH2:11][C:14]1[CH:23]=[CH:22][C:21]2[C:16](=[CH:17][CH:18]=[CH:19][CH:20]=2)[N:15]=1. The yield is 0.895. (2) The reactants are CO[C:3]([C:5]1([NH:8][C:9](=[O:25])[O:10][CH2:11][CH:12]2[C:24]3[CH:23]=[CH:22][CH:21]=[CH:20][C:19]=3[C:18]3[C:13]2=[CH:14][CH:15]=[CH:16][CH:17]=3)[CH2:7][CH2:6]1)=[O:4].[H-].[H-].[H-].[H-].[Li+].[Al+3].O.[CH2:33]1[CH2:37]OC[CH2:34]1. No catalyst specified. The product is [OH:4][CH2:3][C:5]1([NH:8][C:9](=[O:25])[O:10][CH2:11][CH:12]2[C:24]3[CH:23]=[CH:22][CH:21]=[CH:20][C:19]=3[C:18]3[C:13]2=[CH:14][CH:15]=[CH:16][CH:17]=3)[CH2:7][CH2:6][CH2:37][CH2:33][CH2:34]1. The yield is 0.900. (3) The reactants are [NH2:1][C:2]1[CH:23]=[C:22]2[C:5]([CH2:6][C:7]([CH3:25])([CH3:24])[CH2:8][C:9]32[CH2:13][O:12][C:11]([NH:14][C:15](=[O:21])[O:16][C:17]([CH3:20])([CH3:19])[CH3:18])=[N:10]3)=[CH:4][CH:3]=1.[Br:26][C:27]1[CH:28]=[CH:29][C:30]([C:33](O)=[O:34])=[N:31][CH:32]=1.O.[Cl-].COC1N=C(OC)N=C([N+]2(C)CCOCC2)N=1. The catalyst is CO.C(OCC)(=O)C.C(=O)([O-])[O-].[Na+].[Na+]. The product is [Br:26][C:27]1[CH:28]=[CH:29][C:30]([C:33]([NH:1][C:2]2[CH:23]=[C:22]3[C:5]([CH2:6][C:7]([CH3:25])([CH3:24])[CH2:8][C:9]43[CH2:13][O:12][C:11]([NH:14][C:15](=[O:21])[O:16][C:17]([CH3:20])([CH3:18])[CH3:19])=[N:10]4)=[CH:4][CH:3]=2)=[O:34])=[N:31][CH:32]=1. The yield is 0.540. (4) The reactants are [Cl:1][C:2]1[CH:3]=[CH:4][C:5]([O:18][CH2:19][CH:20]([CH3:22])[CH3:21])=[C:6]([CH2:8][N:9]2[C:13]([CH3:14])=[CH:12][C:11](C(O)=O)=[N:10]2)[CH:7]=1.C1(P([N:37]=[N+]=[N-])(C2C=CC=CC=2)=O)C=CC=CC=1.[CH3:40][C:41]([O:44][CH:45]([N:47]1[CH2:52][CH2:51][CH:50]([CH2:53][OH:54])[CH2:49][CH2:48]1)[OH:46])([CH3:43])[CH3:42].CCO[C:58](C)=[O:59]. The catalyst is C1(C)C=CC=CC=1. The product is [Cl:1][C:2]1[CH:3]=[CH:4][C:5]([O:18][CH2:19][CH:20]([CH3:21])[CH3:22])=[C:6]([CH2:8][N:9]2[C:13]([CH3:14])=[CH:12][C:11]([NH:37][C:58]([O:54][CH2:53][CH:50]3[CH2:49][CH2:48][N:47]([C:45]([O:44][C:41]([CH3:40])([CH3:42])[CH3:43])=[O:46])[CH2:52][CH2:51]3)=[O:59])=[N:10]2)[CH:7]=1. The yield is 0.600. (5) The reactants are [CH3:1][C:2]1[CH:7]=[CH:6][C:5]([S:8]([O:11][CH2:12][CH:13]2[CH2:17][C:16]3[CH:18]=[CH:19][CH:20]=[C:21](Br)[C:15]=3[O:14]2)(=[O:10])=[O:9])=[CH:4][CH:3]=1.[Cl:23][C:24]1[CH:25]=[C:26](B(O)O)[CH:27]=[CH:28][CH:29]=1.C(=O)([O-])[O-].[K+].[K+]. The catalyst is CC1C=CC=CC=1[P](C1C=CC=CC=1C)([Pd](Cl)(Cl)[P](C1=C(C)C=CC=C1)(C1C=CC=CC=1C)C1C=CC=CC=1C)C1C=CC=CC=1C. The product is [CH3:1][C:2]1[CH:7]=[CH:6][C:5]([S:8]([O:11][CH2:12][CH:13]2[CH2:17][C:16]3[CH:18]=[CH:19][CH:20]=[C:21]([C:29]4[CH:28]=[CH:27][CH:26]=[CH:25][C:24]=4[Cl:23])[C:15]=3[O:14]2)(=[O:10])=[O:9])=[CH:4][CH:3]=1. The yield is 0.720. (6) The reactants are [NH2:1][C:2]1[N:7]=[CH:6][N:5]=[C:4]2[N:8]([C@@H:26]3[CH2:31][CH2:30][CH2:29][N:28](C(OC(C)(C)C)=O)[CH2:27]3)[N:9]=[C:10]([C:11]3[CH:16]=[CH:15][C:14]([O:17][C:18]4[CH:23]=[C:22]([F:24])[CH:21]=[C:20]([F:25])[CH:19]=4)=[CH:13][CH:12]=3)[C:3]=12.FC(F)(F)C(O)=O. The catalyst is ClCCl. The product is [F:25][C:20]1[CH:19]=[C:18]([CH:23]=[C:22]([F:24])[CH:21]=1)[O:17][C:14]1[CH:15]=[CH:16][C:11]([C:10]2[C:3]3[C:4](=[N:5][CH:6]=[N:7][C:2]=3[NH2:1])[N:8]([C@@H:26]3[CH2:31][CH2:30][CH2:29][NH:28][CH2:27]3)[N:9]=2)=[CH:12][CH:13]=1. The yield is 0.760. (7) The reactants are Br[CH:2]([C:7]1[CH:8]=[C:9]([Cl:15])[C:10]([Cl:14])=[C:11]([Cl:13])[CH:12]=1)[C:3]([F:6])([F:5])[F:4].[CH:16]([C:18]1[CH:19]=[C:20]2[C:24](=[CH:25][CH:26]=1)[C:23](=[O:27])[CH2:22][CH2:21]2)=[CH2:17].N1C=CC=CC=1C1C=CC=CN=1. The catalyst is ClC1C=CC=CC=1Cl.Cl[Cu]. The product is [F:4][C:3]([F:6])([F:5])[CH:2]([C:7]1[CH:8]=[C:9]([Cl:15])[C:10]([Cl:14])=[C:11]([Cl:13])[CH:12]=1)/[CH:17]=[CH:16]/[C:18]1[CH:19]=[C:20]2[C:24](=[CH:25][CH:26]=1)[C:23](=[O:27])[CH2:22][CH2:21]2. The yield is 0.250. (8) The reactants are CC1(C)C(C)(C)OB([C:9]2[C:10]([C:33](OC)=[O:34])=[N:11][N:12]([C:14]([C:27]3[CH:32]=[CH:31][CH:30]=[CH:29][CH:28]=3)([C:21]3[CH:26]=[CH:25][CH:24]=[CH:23][CH:22]=3)[C:15]3[CH:20]=[CH:19][CH:18]=[CH:17][CH:16]=3)[CH:13]=2)O1.[Cl:38][C:39]1[CH:44]=[CH:43][N:42]=[C:41]([NH2:45])[C:40]=1I.COC1C=CC=C(OC)C=1C1C=CC=CC=1P(C1CCCCC1)C1CCCCC1.C([O-])([O-])=O.[K+].[K+]. The catalyst is CC([O-])=O.CC([O-])=O.[Pd+2].O1CCOCC1. The product is [Cl:38][C:39]1[C:40]2[C:9]3[C:10](=[N:11][N:12]([C:14]([C:21]4[CH:26]=[CH:25][CH:24]=[CH:23][CH:22]=4)([C:27]4[CH:32]=[CH:31][CH:30]=[CH:29][CH:28]=4)[C:15]4[CH:20]=[CH:19][CH:18]=[CH:17][CH:16]=4)[CH:13]=3)[C:33](=[O:34])[NH:45][C:41]=2[N:42]=[CH:43][CH:44]=1. The yield is 0.760.